Dataset: Forward reaction prediction with 1.9M reactions from USPTO patents (1976-2016). Task: Predict the product of the given reaction. The product is: [CH:1]12[CH2:7][CH:4]([CH:5]([C:21]([OH:20])=[O:12])[CH2:6]1)[CH:3]=[CH:2]2. Given the reactants [CH:1]12[CH2:7][CH:4]([CH2:5][CH2:6]1)[CH:3]=[CH:2]2.C(Cl)Cl.C[OH:12].CC(=C)C.C1[CH2:21][O:20]CC1, predict the reaction product.